From a dataset of Catalyst prediction with 721,799 reactions and 888 catalyst types from USPTO. Predict which catalyst facilitates the given reaction. (1) Reactant: [C:1]([OH:14])(=[O:13])[C:2]1[CH:12]=[C:9]([O:10][CH3:11])[C:7]([OH:8])=[C:4]([O:5][CH3:6])[CH:3]=1.[C:15](OC(=O)C)(=[O:17])[CH3:16]. Product: [C:15]([O:13][C:1](=[O:14])[C:2]1[CH:3]=[C:4]([O:5][CH3:6])[C:7]([OH:8])=[C:9]([O:10][CH3:11])[CH:12]=1)(=[O:17])[CH3:16]. The catalyst class is: 6. (2) Reactant: C1C=CC(P(C2C=CC=CC=2)C2C=CC=CC=2)=CC=1.CCOC(/N=N/C(OCC)=O)=O.[Cl:32][C:33]1[CH:38]=[CH:37][C:36]([N:39]2[CH2:44][CH2:43][N:42]([C:45](=[O:58])[CH2:46][N:47]3[C:51]4[CH:52]=[CH:53][C:54]([OH:56])=[CH:55][C:50]=4[O:49][C:48]3=[O:57])[CH2:41][CH2:40]2)=[CH:35][C:34]=1[O:59][CH3:60].[O:61]1[CH2:66][CH2:65][CH2:64][CH2:63][CH:62]1[O:67][CH2:68][CH2:69]O. Product: [Cl:32][C:33]1[CH:38]=[CH:37][C:36]([N:39]2[CH2:40][CH2:41][N:42]([C:45](=[O:58])[CH2:46][N:47]3[C:51]4[CH:52]=[CH:53][C:54]([O:56][CH2:69][CH2:68][O:67][CH:62]5[CH2:63][CH2:64][CH2:65][CH2:66][O:61]5)=[CH:55][C:50]=4[O:49][C:48]3=[O:57])[CH2:43][CH2:44]2)=[CH:35][C:34]=1[O:59][CH3:60]. The catalyst class is: 1. (3) Product: [CH2:34]([O:41][N:42]1[C:48](=[O:49])[N:47]2[CH2:50][C@H:43]1[CH2:44][CH2:45][C@H:46]2[C:51]([NH:33][NH:32][C:30](=[O:31])[CH2:29][N:17]([C:15]([O:14][C:10]([CH3:11])([CH3:12])[CH3:13])=[O:16])[CH:18]1[CH2:21][N:20]([C:22]([O:24][C:25]([CH3:26])([CH3:27])[CH3:28])=[O:23])[CH2:19]1)=[O:52])[C:35]1[CH:36]=[CH:37][CH:38]=[CH:39][CH:40]=1. The catalyst class is: 2. Reactant: CCN(C(C)C)C(C)C.[C:10]([O:14][C:15]([N:17]([CH2:29][C:30]([NH:32][NH2:33])=[O:31])[CH:18]1[CH2:21][N:20]([C:22]([O:24][C:25]([CH3:28])([CH3:27])[CH3:26])=[O:23])[CH2:19]1)=[O:16])([CH3:13])([CH3:12])[CH3:11].[CH2:34]([O:41][N:42]1[C:48](=[O:49])[N:47]2[CH2:50][C@H:43]1[CH2:44][CH2:45][CH:46]2[C:51](O)=[O:52])[C:35]1[CH:40]=[CH:39][CH:38]=[CH:37][CH:36]=1.CN(C(ON1N=NC2C=CC=NC1=2)=[N+](C)C)C.F[P-](F)(F)(F)(F)F. (4) Reactant: Cl.[N:2]1[CH:7]=[CH:6][C:5]([CH2:8][C:9]#[N:10])=[CH:4][CH:3]=1.[F:11][C:12]1[CH:19]=[CH:18][C:15]([CH:16]=O)=[CH:14][CH:13]=1.C(=O)([O-])[O-].[K+].[K+]. Product: [F:11][C:12]1[CH:19]=[CH:18][C:15]([CH:16]=[C:8]([C:5]2[CH:6]=[CH:7][N:2]=[CH:3][CH:4]=2)[C:9]#[N:10])=[CH:14][CH:13]=1. The catalyst class is: 24. (5) Reactant: [Br:1][C:2]1[CH:3]=[N:4][CH:5]=[C:6](Br)[C:7]=1/[CH:8]=[N:9]/[NH:10][CH3:11].[H-].[Na+]. Product: [Br:1][C:2]1[CH:3]=[N:4][CH:5]=[C:6]2[N:10]([CH3:11])[N:9]=[CH:8][C:7]=12. The catalyst class is: 1. (6) Reactant: BrC1C=C[C:5]([OH:36])=[C:6]([C:8]2[CH:17]=[CH:16][C:15]3[C:10](=[CH:11][CH:12]=[C:13]([C:18]4[N:22]([CH:23]5[CH2:28][CH2:27][CH2:26][CH2:25][CH2:24]5)[C:21]5[CH:29]=[CH:30][C:31]([C:33]([OH:35])=[O:34])=[CH:32][C:20]=5[N:19]=4)[CH:14]=3)[N:9]=2)[CH:7]=1.C(C1C(=O)[NH:42][C:43](=[O:53])[N:44]([C:46]2[C:47]([Cl:52])=[N:48][CH:49]=[CH:50][CH:51]=2)C=1)(=O)C.[OH-].[K+]. Product: [Cl:52][C:47]1[C:46]([N:44]2[CH:7]=[C:6]([C:8]3[CH:17]=[CH:16][C:15]4[C:10](=[CH:11][CH:12]=[C:13]([C:18]5[N:22]([CH:23]6[CH2:28][CH2:27][CH2:26][CH2:25][CH2:24]6)[C:21]6[CH:29]=[CH:30][C:31]([C:33]([OH:35])=[O:34])=[CH:32][C:20]=6[N:19]=5)[CH:14]=4)[N:9]=3)[C:5](=[O:36])[NH:42][C:43]2=[O:53])=[CH:51][CH:50]=[CH:49][N:48]=1. The catalyst class is: 8. (7) Reactant: [C:1]([C:5]1[CH:9]=[C:8]([NH:10][C:11]2[CH:19]=[CH:18][C:17]([O:20][CH3:21])=[CH:16][C:12]=2[C:13]([OH:15])=[O:14])[N:7]([C:22]2[CH:27]=[CH:26][CH:25]=[CH:24][C:23]=2[CH3:28])[N:6]=1)([CH3:4])([CH3:3])[CH3:2].[F:29][B-](F)(F)F.F[B-](F)(F)F.ClC[N+]12CC[N+](F)(CC1)CC2. Product: [C:1]([C:5]1[C:9]([F:29])=[C:8]([NH:10][C:11]2[CH:19]=[CH:18][C:17]([O:20][CH3:21])=[CH:16][C:12]=2[C:13]([OH:15])=[O:14])[N:7]([C:22]2[CH:27]=[CH:26][CH:25]=[CH:24][C:23]=2[CH3:28])[N:6]=1)([CH3:4])([CH3:3])[CH3:2]. The catalyst class is: 23. (8) Reactant: [CH2:1]([O:5][C:6]1[CH:10]=[CH:9][N:8](C(=O)C)[N:7]=1)[CH:2]([CH3:4])[CH3:3].[OH-].[Na+]. Product: [CH2:1]([O:5][C:6]1[CH:10]=[CH:9][NH:8][N:7]=1)[CH:2]([CH3:4])[CH3:3]. The catalyst class is: 5. (9) Reactant: I[C:2]1[C:10]2[C:5](=[CH:6][CH:7]=[CH:8][CH:9]=2)[N:4]([CH3:11])[N:3]=1.C([Mg]Cl)(C)C.[CH2:17]([Sn:21]([CH2:27][CH2:28][CH2:29][CH3:30])([CH2:23][CH2:24][CH2:25][CH3:26])Cl)[CH2:18][CH2:19][CH3:20]. Product: [CH3:11][N:4]1[C:5]2[C:10](=[CH:9][CH:8]=[CH:7][CH:6]=2)[C:2]([Sn:21]([CH2:23][CH2:24][CH2:25][CH3:26])([CH2:27][CH2:28][CH2:29][CH3:30])[CH2:17][CH2:18][CH2:19][CH3:20])=[N:3]1. The catalyst class is: 1. (10) Reactant: [Cl:1][C:2]1[N:7]=[CH:6][C:5]([C:8]([OH:10])=O)=[CH:4][C:3]=1[I:11].CN(C=O)C.O=S(Cl)Cl.CCN(C(C)C)C(C)C.[Cl:30][C:31]([F:41])([F:40])[O:32][C:33]1[CH:39]=[CH:38][C:36]([NH2:37])=[CH:35][CH:34]=1. Product: [Cl:1][C:2]1[C:3]([I:11])=[CH:4][C:5]([C:8]([NH:37][C:36]2[CH:38]=[CH:39][C:33]([O:32][C:31]([Cl:30])([F:40])[F:41])=[CH:34][CH:35]=2)=[O:10])=[CH:6][N:7]=1. The catalyst class is: 247.